From a dataset of Catalyst prediction with 721,799 reactions and 888 catalyst types from USPTO. Predict which catalyst facilitates the given reaction. (1) Reactant: [S:1]1[CH:5]=[CH:4][N:3]=[CH:2]1.[Li]CCCC.[Br:11][C:12]1[C:21]2[C:16](=[CH:17][CH:18]=[C:19]([C:22]([C:24]3[CH:29]=[CH:28][C:27]([Cl:30])=[CH:26][CH:25]=3)=[O:23])[CH:20]=2)[N:15]=[C:14]([O:31][C:32]([CH3:35])([CH3:34])[CH3:33])[CH:13]=1. Product: [Br:11][C:12]1[C:21]2[C:16](=[CH:17][CH:18]=[C:19]([C:22]([C:24]3[CH:29]=[CH:28][C:27]([Cl:30])=[CH:26][CH:25]=3)([C:2]3[S:1][CH:5]=[CH:4][N:3]=3)[OH:23])[CH:20]=2)[N:15]=[C:14]([O:31][C:32]([CH3:35])([CH3:34])[CH3:33])[CH:13]=1. The catalyst class is: 7. (2) Product: [CH3:9][C:2]([C:10]1[CH:11]=[C:12]([OH:27])[C:13]2[C:18]3[CH:19]=[C:20]([OH:23])[CH:21]=[CH:22][C:17]=3[C:16](=[O:25])[O:15][C:14]=2[CH:26]=1)([CH3:1])[CH2:3][CH2:4][CH2:5][CH2:6][CH2:7][CH3:8]. Reactant: [CH3:1][C:2]([C:10]1[CH:11]=[C:12]([OH:27])[C:13]2[C:18]3[CH:19]=[C:20]([O:23]C)[CH:21]=[CH:22][C:17]=3[C:16](=[O:25])[O:15][C:14]=2[CH:26]=1)([CH3:9])[CH2:3][CH2:4][CH2:5][CH2:6][CH2:7][CH3:8].B(Br)(Br)Br.O. The catalyst class is: 4. (3) Reactant: Cl[C:2]1[C:3]2[N:4]([CH:10]=[CH:11][CH:12]=2)[N:5]=[CH:6][C:7]=1[C:8]#[N:9].[CH3:13][O:14][C:15]1[CH:20]=[CH:19][CH:18]=[CH:17][C:16]=1[CH:21]([N:24]1[CH2:29][CH2:28][O:27][CH2:26][CH2:25]1)[CH2:22][NH2:23].CCN(C(C)C)C(C)C. Product: [CH3:13][O:14][C:15]1[CH:20]=[CH:19][CH:18]=[CH:17][C:16]=1[CH:21]([N:24]1[CH2:29][CH2:28][O:27][CH2:26][CH2:25]1)[CH2:22][NH:23][C:2]1[C:3]2[N:4]([CH:10]=[CH:11][CH:12]=2)[N:5]=[CH:6][C:7]=1[C:8]#[N:9]. The catalyst class is: 3. (4) Reactant: [F:1][CH:2]([F:40])[C:3]1[CH:8]=[CH:7][N:6]=[C:5]([NH:9][C:10]2[N:15]=[C:14]([C:16]3[N:17]=[N:18][N:19]([CH2:21][CH:22]4[CH2:26][N:25](CC5C=CC(OC)=CC=5OC)[C:24](=[O:38])[CH2:23]4)[CH:20]=3)[CH:13]=[C:12]([CH3:39])[CH:11]=2)[CH:4]=1. Product: [F:40][CH:2]([F:1])[C:3]1[CH:8]=[CH:7][N:6]=[C:5]([NH:9][C:10]2[N:15]=[C:14]([C:16]3[N:17]=[N:18][N:19]([CH2:21][CH:22]4[CH2:26][NH:25][C:24](=[O:38])[CH2:23]4)[CH:20]=3)[CH:13]=[C:12]([CH3:39])[CH:11]=2)[CH:4]=1. The catalyst class is: 484. (5) Product: [CH2:1]([O:8][C:9](=[O:29])[NH:10][CH2:11][C:12]1[NH:13][C:14]2[C:19]([CH:20]=1)=[CH:18][CH:17]=[C:16]([OH:21])[CH:15]=2)[C:2]1[CH:3]=[CH:4][CH:5]=[CH:6][CH:7]=1. Reactant: [CH2:1]([O:8][C:9](=[O:29])[NH:10][CH2:11][C:12]1[NH:13][C:14]2[C:19]([CH:20]=1)=[CH:18][CH:17]=[C:16]([O:21][Si](C(C)(C)C)(C)C)[CH:15]=2)[C:2]1[CH:7]=[CH:6][CH:5]=[CH:4][CH:3]=1.CCCC[N+](CCCC)(CCCC)CCCC.[F-]. The catalyst class is: 1. (6) Reactant: C([O:8][C:9]1[CH:14]=[CH:13][C:12]([CH:15]([C:38]2[CH:43]=[CH:42][CH:41]=[CH:40][CH:39]=2)[NH:16][C:17](=[O:37])[CH2:18][C:19]2[CH:20]=[CH:21][C:22]3[O:26][C:25]([CH:27]([C:29]4[C:30]([CH3:35])=[N:31][O:32][C:33]=4[CH3:34])[OH:28])=[CH:24][C:23]=3[CH:36]=2)=[C:11]([CH3:44])[CH:10]=1)C1C=CC=CC=1. Product: [CH3:35][C:30]1[C:29]([CH:27]([OH:28])[C:25]2[O:26][C:22]3[CH:21]=[CH:20][C:19]([CH2:18][C:17]([NH:16][CH:15]([C:12]4[CH:13]=[CH:14][C:9]([OH:8])=[CH:10][C:11]=4[CH3:44])[C:38]4[CH:43]=[CH:42][CH:41]=[CH:40][CH:39]=4)=[O:37])=[CH:36][C:23]=3[CH:24]=2)=[C:33]([CH3:34])[O:32][N:31]=1. The catalyst class is: 19.